From a dataset of Forward reaction prediction with 1.9M reactions from USPTO patents (1976-2016). Predict the product of the given reaction. (1) Given the reactants [F:1][C:2]1[CH:11]=[CH:10][C:9]2[CH:8]=[N:7][CH:6]=[CH:5][C:4]=2[C:3]=1[NH2:12].[F:13][C:14]([F:26])([F:25])[C:15]1[CH:24]=[CH:23][C:18]([CH2:19][N:20]=[C:21]=[O:22])=[CH:17][CH:16]=1, predict the reaction product. The product is: [F:1][C:2]1[C:3]([NH:12][C:21]([NH:20][CH2:19][C:18]2[CH:17]=[CH:16][C:15]([C:14]([F:13])([F:26])[F:25])=[CH:24][CH:23]=2)=[O:22])=[C:4]2[C:9](=[CH:10][CH:11]=1)[CH:8]=[N:7][CH:6]=[CH:5]2. (2) The product is: [Cl:28][C:29]1[CH:34]=[CH:33][C:32]([C:35]([F:38])([F:37])[F:36])=[CH:31][C:30]=1[S:39]([NH:42][C@@H:43]1[CH2:44][C@H:45]([CH3:55])[N:46]([C:48]#[N:14])[CH2:47]1)(=[O:40])=[O:41]. Given the reactants COC1C=CC(OC)=CC=1S([NH:14][C@H]1CN(C(OC(C)(C)C)=O)[C@@H](C)C1)(=O)=O.[Cl:28][C:29]1[CH:34]=[CH:33][C:32]([C:35]([F:38])([F:37])[F:36])=[CH:31][C:30]=1[S:39]([NH:42][C@H:43]1[CH2:47][N:46]([C:48](OC(C)(C)C)=O)[C@@H:45]([CH3:55])[CH2:44]1)(=[O:41])=[O:40], predict the reaction product.